Dataset: Forward reaction prediction with 1.9M reactions from USPTO patents (1976-2016). Task: Predict the product of the given reaction. (1) Given the reactants [Cl:1][C:2]1[C:3]([C:9]2[CH:14]=[CH:13][CH:12]=[C:11]([NH:15][CH2:16][C:17]3([C:23]#[N:24])[CH2:22][CH2:21][O:20][CH2:19][CH2:18]3)[N:10]=2)=[CH:4][C:5](F)=[N:6][CH:7]=1.C(N(CC)CC)C.[CH3:32][O:33][C@H:34]1[CH2:38][CH2:37][N:36]([CH:39]2[CH2:44][CH2:43][CH:42]([NH2:45])[CH2:41][CH2:40]2)[CH2:35]1, predict the reaction product. The product is: [Cl:1][C:2]1[C:3]([C:9]2[CH:14]=[CH:13][CH:12]=[C:11]([NH:15][CH2:16][C:17]3([C:23]#[N:24])[CH2:22][CH2:21][O:20][CH2:19][CH2:18]3)[N:10]=2)=[CH:4][C:5]([NH:45][CH:42]2[CH2:41][CH2:40][CH:39]([N:36]3[CH2:37][CH2:38][C@H:34]([O:33][CH3:32])[CH2:35]3)[CH2:44][CH2:43]2)=[N:6][CH:7]=1. (2) Given the reactants [CH3:1][C:2]1[CH:7]=[CH:6][C:5]([C:8]2[NH:12][N:11]=[N:10][N:9]=2)=[CH:4][CH:3]=1.I[CH2:14][CH3:15].C(=O)([O-])[O-].[K+].[K+], predict the reaction product. The product is: [CH2:14]([N:11]1[N:10]=[N:9][C:8]([C:5]2[CH:4]=[CH:3][C:2]([CH3:1])=[CH:7][CH:6]=2)=[N:12]1)[CH3:15]. (3) Given the reactants [C:1]1([C:7]2[C:12]([NH2:13])=[CH:11][CH:10]=[CH:9][N:8]=2)[CH2:6][CH2:5][CH2:4][CH2:3][CH:2]=1.C1CN([P+](Br)(N2CCCC2)N2CCCC2)CC1.F[P-](F)(F)(F)(F)F.[K+].[C:39]([C:41]1[N:42]=[C:43]([C:54]([O-])=[O:55])[N:44]([CH2:46][O:47][CH2:48][CH2:49][Si:50]([CH3:53])([CH3:52])[CH3:51])[CH:45]=1)#[N:40].CCN(C(C)C)C(C)C, predict the reaction product. The product is: [C:1]1([C:7]2[C:12]([NH:13][C:54]([C:43]3[N:44]([CH2:46][O:47][CH2:48][CH2:49][Si:50]([CH3:53])([CH3:52])[CH3:51])[CH:45]=[C:41]([C:39]#[N:40])[N:42]=3)=[O:55])=[CH:11][CH:10]=[CH:9][N:8]=2)[CH2:6][CH2:5][CH2:4][CH2:3][CH:2]=1. (4) Given the reactants [CH3:1][O:2][C:3](=[O:29])[CH2:4][C:5]1[CH:10]=[CH:9][C:8]([C:11]#[C:12][C:13]2[CH:14]=[C:15]3[C:20](=[C:21]([CH:23]=[O:24])[CH:22]=2)[O:19][C:18]([CH3:26])([CH3:25])[CH2:17][C:16]3([CH3:28])[CH3:27])=[CH:7][CH:6]=1.[BH4-].[Na+], predict the reaction product. The product is: [CH3:1][O:2][C:3](=[O:29])[CH2:4][C:5]1[CH:10]=[CH:9][C:8]([C:11]#[C:12][C:13]2[CH:14]=[C:15]3[C:20](=[C:21]([CH2:23][OH:24])[CH:22]=2)[O:19][C:18]([CH3:25])([CH3:26])[CH2:17][C:16]3([CH3:28])[CH3:27])=[CH:7][CH:6]=1. (5) The product is: [Br:1][C:2]1[O:6][C:5]([C:7]([N:37]2[CH2:38][C@H:39]3[CH2:49][C@H:35]([CH2:41][N:40]3[C:42]([O:44][C:45]([CH3:48])([CH3:47])[CH3:46])=[O:43])[CH2:36]2)=[O:9])=[CH:4][CH:3]=1. Given the reactants [Br:1][C:2]1[O:6][C:5]([C:7]([OH:9])=O)=[CH:4][CH:3]=1.C1CCC(N=C=NC2CCCCC2)CC1.C1C=CC2N(O)N=NC=2C=1.[C@@H:35]12[CH2:49][C@@H:39]([N:40]([C:42]([O:44][C:45]([CH3:48])([CH3:47])[CH3:46])=[O:43])[CH2:41]1)[CH2:38][NH:37][CH2:36]2, predict the reaction product.